From a dataset of Peptide-MHC class I binding affinity with 185,985 pairs from IEDB/IMGT. Regression. Given a peptide amino acid sequence and an MHC pseudo amino acid sequence, predict their binding affinity value. This is MHC class I binding data. The peptide sequence is FSQFSRGNYR. The MHC is Patr-A0401 with pseudo-sequence Patr-A0401. The binding affinity (normalized) is 0.456.